This data is from Full USPTO retrosynthesis dataset with 1.9M reactions from patents (1976-2016). The task is: Predict the reactants needed to synthesize the given product. (1) Given the product [CH2:1]([N:8]1[CH:12]=[C:11]([CH2:13][CH2:14][CH2:15][O:16][CH2:30][O:29][CH3:33])[C:10]([CH:17]([CH3:19])[CH3:18])=[N:9]1)[C:2]1[CH:3]=[CH:4][CH:5]=[CH:6][CH:7]=1, predict the reactants needed to synthesize it. The reactants are: [CH2:1]([N:8]1[CH:12]=[C:11]([CH2:13][CH2:14][CH2:15][OH:16])[C:10]([CH:17]([CH3:19])[CH3:18])=[N:9]1)[C:2]1[CH:7]=[CH:6][CH:5]=[CH:4][CH:3]=1.C(N(C(C)C)C(C)C)C.[O:29]1[CH2:33]CC[CH2:30]1.COCCl. (2) Given the product [Cl:23][C:20]1[S:19][C:18]([C:10]2[N:11]([CH2:14][CH2:15][O:16][CH3:17])[C:12](=[O:13])[N:8]([CH2:7][C:6]([NH:5][CH2:4][CH:3]([NH:2][S:36]([CH3:35])(=[O:38])=[O:37])[C:25]3[CH:30]=[CH:29][CH:28]=[CH:27][C:26]=3[C:31]([F:32])([F:33])[F:34])=[O:24])[N:9]=2)=[CH:22][CH:21]=1, predict the reactants needed to synthesize it. The reactants are: Cl.[NH2:2][CH:3]([C:25]1[CH:30]=[CH:29][CH:28]=[CH:27][C:26]=1[C:31]([F:34])([F:33])[F:32])[CH2:4][NH:5][C:6](=[O:24])[CH2:7][N:8]1[C:12](=[O:13])[N:11]([CH2:14][CH2:15][O:16][CH3:17])[C:10]([C:18]2[S:19][C:20]([Cl:23])=[CH:21][CH:22]=2)=[N:9]1.[CH3:35][S:36](Cl)(=[O:38])=[O:37].